From a dataset of Forward reaction prediction with 1.9M reactions from USPTO patents (1976-2016). Predict the product of the given reaction. Given the reactants [OH:1][CH:2]([C:5]1[CH:10]=[CH:9][CH:8]=[C:7]([O:11][C:12]([F:17])([F:16])[CH:13]([F:15])[F:14])[CH:6]=1)[C:3]#[N:4].CO.[ClH:20].[O:21]1CCOC[CH2:22]1, predict the reaction product. The product is: [ClH:20].[OH:1][CH:2]([C:5]1[CH:10]=[CH:9][CH:8]=[C:7]([O:11][C:12]([F:16])([F:17])[CH:13]([F:14])[F:15])[CH:6]=1)[C:3](=[NH:4])[O:21][CH3:22].